Task: Predict the reaction yield, written as a fraction of the theoretical maximum amount of product (1.0 means a 100% yield; for example, 0.34 means a 34% yield).. Dataset: Reaction yield outcomes from USPTO patents with 853,638 reactions (1) The reactants are [CH3:1][O:2][C:3](=[O:33])[C:4]1[CH:9]=[CH:8][C:7]([CH2:10][N:11]2[CH:15]=[C:14]([C:16]3[CH:21]=[CH:20][C:19]([Cl:22])=[CH:18][C:17]=3[Cl:23])[N:13]=[C:12]2/[CH:24]=[CH:25]/[C:26]2[CH:31]=[CH:30][C:29]([NH2:32])=[CH:28][CH:27]=2)=[CH:6][CH:5]=1.[CH2:34]([S:38](Cl)(=[O:40])=[O:39])[CH2:35][CH2:36][CH3:37]. No catalyst specified. The product is [CH3:1][O:2][C:3](=[O:33])[C:4]1[CH:9]=[CH:8][C:7]([CH2:10][N:11]2[CH:15]=[C:14]([C:16]3[CH:21]=[CH:20][C:19]([Cl:22])=[CH:18][C:17]=3[Cl:23])[N:13]=[C:12]2/[CH:24]=[CH:25]/[C:26]2[CH:27]=[CH:28][C:29]([NH:32][S:38]([CH2:34][CH2:35][CH2:36][CH3:37])(=[O:40])=[O:39])=[CH:30][CH:31]=2)=[CH:6][CH:5]=1. The yield is 0.570. (2) The reactants are [Cl:1][C:2]1[C:3]([O:26][CH3:27])=[C:4]([O:24][CH3:25])[C:5](O)=[C:6]([C:8](=[O:22])[CH2:9][C:10]([C:12]2[CH:17]=[CH:16][C:15]([O:18][CH3:19])=[C:14]([O:20][CH3:21])[CH:13]=2)=[O:11])[CH:7]=1.C([O-])(=O)C.[Na+]. The yield is 0.670. The catalyst is C(O)(=O)C. The product is [Cl:1][C:2]1[CH:7]=[C:6]2[C:5](=[C:4]([O:24][CH3:25])[C:3]=1[O:26][CH3:27])[O:11][C:10]([C:12]1[CH:17]=[CH:16][C:15]([O:18][CH3:19])=[C:14]([O:20][CH3:21])[CH:13]=1)=[CH:9][C:8]2=[O:22].